Dataset: Full USPTO retrosynthesis dataset with 1.9M reactions from patents (1976-2016). Task: Predict the reactants needed to synthesize the given product. (1) The reactants are: [N:1]12[CH2:7][C:4]([C:8]([C:16]3[CH:21]=[CH:20][CH:19]=[CH:18][CH:17]=3)([C:10]3[CH:15]=[CH:14][CH:13]=[CH:12][CH:11]=3)[OH:9])([CH2:5][CH2:6]1)[CH2:3][CH2:2]2.[Br:22][CH2:23][CH2:24][CH2:25][O:26][C:27]1[CH:32]=[CH:31][CH:30]=[CH:29][CH:28]=1. Given the product [Br-:22].[OH:9][C:8]([C:16]1[CH:21]=[CH:20][CH:19]=[CH:18][CH:17]=1)([C:10]1[CH:15]=[CH:14][CH:13]=[CH:12][CH:11]=1)[C:4]12[CH2:7][N+:1]([CH2:23][CH2:24][CH2:25][O:26][C:27]3[CH:32]=[CH:31][CH:30]=[CH:29][CH:28]=3)([CH2:6][CH2:5]1)[CH2:2][CH2:3]2, predict the reactants needed to synthesize it. (2) Given the product [C:18]([CH:15]1[CH2:14][CH2:13][N:12]([C:10]([C@H:9]([NH:8][C:3]([C:2]2[C:26]3[C:27](=[N:29][CH:33]=[C:32]([C:44]4[CH:43]=[N:42][N:41]([CH2:40][C:39]([F:38])([F:55])[F:56])[CH:45]=4)[N:25]=3)[NH:59][CH:57]=2)=[O:5])[C:20]([CH3:23])([CH3:22])[CH3:21])=[O:11])[CH2:17][CH2:16]1)#[N:19], predict the reactants needed to synthesize it. The reactants are: F[C:2](F)(F)[C:3]([OH:5])=O.[NH2:8][C@H:9]([C:20]([CH3:23])([CH3:22])[CH3:21])[C:10]([N:12]1[CH2:17][CH2:16][CH:15]([C:18]#[N:19])[CH2:14][CH2:13]1)=[O:11].Cl.[NH2:25][C@H:26](C(C)(C)C)[C:27]([N:29]1[CH2:33][CH2:32]CC1)=O.[F:38][C:39]([F:56])([F:55])[CH2:40][N:41]1[CH:45]=[C:44](B2OC(C)(C)C(C)(C)O2)[CH:43]=[N:42]1.[CH2:57]([N:59]1C=C(B2OC(C)(C)C(C)(C)O2)C=N1)C. (3) Given the product [CH:1]1([CH2:7][C:8]2[NH:16][C:15]3[C:10](=[N:11][CH:12]=[CH:13][C:14]=3[C:17]([OH:19])=[O:18])[CH:9]=2)[CH2:2][CH2:3][CH2:4][CH2:5][CH2:6]1, predict the reactants needed to synthesize it. The reactants are: [CH:1]1([CH2:7][C:8]2[NH:16][C:15]3[C:10](=[N:11][CH:12]=[CH:13][C:14]=3[C:17]([O:19]C)=[O:18])[CH:9]=2)[CH2:6][CH2:5][CH2:4][CH2:3][CH2:2]1. (4) Given the product [Br:1][C:5]1[N:4]=[C:3]([CH3:2])[NH:8][C:7](=[O:9])[C:6]=1[N+:11]([O-:13])=[O:12], predict the reactants needed to synthesize it. The reactants are: [BrH:1].[CH3:2][C:3]1[N:8]=[C:7]([O:9]C)[C:6]([N+:11]([O-:13])=[O:12])=[C:5](Cl)[N:4]=1. (5) Given the product [NH2:22][C:20]1[N:21]=[C:16]([C:3]2[CH:8]=[CH:7][C:6](/[CH:9]=[CH:10]/[C:11]([OH:13])=[O:12])=[CH:5][CH:4]=2)[CH:17]=[C:18]([NH:23][CH3:24])[N:19]=1, predict the reactants needed to synthesize it. The reactants are: OB(O)[C:3]1[CH:8]=[CH:7][C:6](/[CH:9]=[CH:10]/[C:11]([OH:13])=[O:12])=[CH:5][CH:4]=1.I[C:16]1[N:21]=[C:20]([NH2:22])[N:19]=[C:18]([NH:23][CH3:24])[CH:17]=1. (6) The reactants are: [F:1][C:2]1[CH:19]=[CH:18][CH:17]=[C:16]([F:20])[C:3]=1[CH2:4][O:5][C:6]1[C:7]2[N:8]([CH:12]=[C:13]([CH3:15])[N:14]=2)[CH:9]=[CH:10][CH:11]=1.[Br:21]N1C(=O)CCC1=O.C(OCC)(=O)C. Given the product [Br:21][C:12]1[N:8]2[CH:9]=[CH:10][CH:11]=[C:6]([O:5][CH2:4][C:3]3[C:16]([F:20])=[CH:17][CH:18]=[CH:19][C:2]=3[F:1])[C:7]2=[N:14][C:13]=1[CH3:15], predict the reactants needed to synthesize it.